This data is from Peptide-MHC class II binding affinity with 134,281 pairs from IEDB. The task is: Regression. Given a peptide amino acid sequence and an MHC pseudo amino acid sequence, predict their binding affinity value. This is MHC class II binding data. (1) The peptide sequence is YDKFLANVSGVLTGK. The MHC is DRB1_0405 with pseudo-sequence DRB1_0405. The binding affinity (normalized) is 0.596. (2) The peptide sequence is QKLMEDINVGFKAAV. The MHC is HLA-DQA10101-DQB10501 with pseudo-sequence HLA-DQA10101-DQB10501. The binding affinity (normalized) is 0.361. (3) The peptide sequence is LPQILAECARRRLRTHHHHHH. The MHC is DRB1_0701 with pseudo-sequence DRB1_0701. The binding affinity (normalized) is 0.443. (4) The peptide sequence is TKKFDEVVKANGGYL. The MHC is DRB1_0802 with pseudo-sequence DRB1_0802. The binding affinity (normalized) is 0.652. (5) The peptide sequence is YQSYGPSGQYTHEFD. The MHC is HLA-DQA10401-DQB10402 with pseudo-sequence HLA-DQA10401-DQB10402. The binding affinity (normalized) is 0.0945.